Task: Predict the product of the given reaction.. Dataset: Forward reaction prediction with 1.9M reactions from USPTO patents (1976-2016) Given the reactants [F:1][C:2]([F:21])([F:20])[C:3]1[CH:8]=[CH:7][C:6]([N:9]2[CH2:14][CH2:13][CH:12]([O:15][CH2:16][C:17]([OH:19])=O)[CH2:11][CH2:10]2)=[CH:5][CH:4]=1.C(N(C(C)C)CC)(C)C.O1CCCC1.Cl.[N+:37]([C:40]1[CH:45]=[CH:44][C:43]([NH:46][CH:47]2[CH2:52][CH2:51][NH:50][CH2:49][CH2:48]2)=[CH:42][C:41]=1[C:53]([F:56])([F:55])[F:54])([O-:39])=[O:38], predict the reaction product. The product is: [N+:37]([C:40]1[CH:45]=[CH:44][C:43]([NH:46][CH:47]2[CH2:48][CH2:49][N:50]([C:17](=[O:19])[CH2:16][O:15][CH:12]3[CH2:13][CH2:14][N:9]([C:6]4[CH:7]=[CH:8][C:3]([C:2]([F:21])([F:1])[F:20])=[CH:4][CH:5]=4)[CH2:10][CH2:11]3)[CH2:51][CH2:52]2)=[CH:42][C:41]=1[C:53]([F:56])([F:54])[F:55])([O-:39])=[O:38].